Dataset: Full USPTO retrosynthesis dataset with 1.9M reactions from patents (1976-2016). Task: Predict the reactants needed to synthesize the given product. The reactants are: [C:1]([C@H:5]1[O:9][C:8](=[O:10])[C@@:7]([C@@H:17]2[CH2:21][CH2:20][C:19](=[O:22])[CH2:18]2)([C:11]2[CH:16]=[CH:15][CH:14]=[CH:13][CH:12]=2)[O:6]1)([CH3:4])([CH3:3])[CH3:2].[BH4-].[Na+]. Given the product [C:1]([C@H:5]1[O:9][C:8](=[O:10])[C@@:7]([C@@H:17]2[CH2:21][CH2:20][CH:19]([OH:22])[CH2:18]2)([C:11]2[CH:16]=[CH:15][CH:14]=[CH:13][CH:12]=2)[O:6]1)([CH3:4])([CH3:2])[CH3:3], predict the reactants needed to synthesize it.